Dataset: Catalyst prediction with 721,799 reactions and 888 catalyst types from USPTO. Task: Predict which catalyst facilitates the given reaction. (1) The catalyst class is: 16. Product: [CH3:4][C:3]([OH:5])([CH3:6])[CH2:2][NH:1][C:8]1[CH:9]=[CH:10][C:11]2[N:12]([C:14]([C:17]3[CH:22]=[CH:21][CH:20]=[C:19]([O:23][C:24]([F:25])([F:27])[F:26])[CH:18]=3)=[CH:15][N:16]=2)[N:13]=1. Reactant: [NH2:1][CH2:2][C:3]([CH3:6])([OH:5])[CH3:4].Cl[C:8]1[CH:9]=[CH:10][C:11]2[N:12]([C:14]([C:17]3[CH:22]=[CH:21][CH:20]=[C:19]([O:23][C:24]([F:27])([F:26])[F:25])[CH:18]=3)=[CH:15][N:16]=2)[N:13]=1.CCN(C(C)C)C(C)C.[F-].[Cs+]. (2) Reactant: [Cl:1][C:2]1[CH:7]=[CH:6][C:5]([C:8]#[N:9])=[CH:4][C:3]=1[CH2:10][S:11](Cl)(=[O:13])=[O:12].[OH-].[NH4+:16].O.Cl. Product: [Cl:1][C:2]1[CH:7]=[CH:6][C:5]([C:8]#[N:9])=[CH:4][C:3]=1[CH2:10][S:11]([NH2:16])(=[O:13])=[O:12]. The catalyst class is: 2. (3) Reactant: Cl.[NH2:2][C:3]1[CH:4]=[C:5]([S:10]([N:13]2[C:19](=[O:20])[CH:18]([CH2:21][C:22]3[CH:27]=[C:26]([Cl:28])[CH:25]=[CH:24][C:23]=3[O:29][CH3:30])[CH2:17][NH:16][C:15](=[O:31])[CH2:14]2)(=[O:12])=[O:11])[CH:6]=[CH:7][C:8]=1[Cl:9].[CH3:32][S:33](Cl)(=[O:35])=[O:34]. Product: [Cl:9][C:8]1[CH:7]=[CH:6][C:5]([S:10]([N:13]2[C:19](=[O:20])[CH:18]([CH2:21][C:22]3[CH:27]=[C:26]([Cl:28])[CH:25]=[CH:24][C:23]=3[O:29][CH3:30])[CH2:17][NH:16][C:15](=[O:31])[CH2:14]2)(=[O:12])=[O:11])=[CH:4][C:3]=1[NH:2][S:33]([CH3:32])(=[O:35])=[O:34]. The catalyst class is: 300. (4) Reactant: [F:1][C:2]([F:30])([F:29])[O:3][C:4]1[CH:9]=[CH:8][C:7]([S:10]([NH:13][C:14]2[CH:15]=[N:16][C:17]3[CH2:18][CH2:19][CH2:20][CH:21]([NH:24][C:25](=O)[CH2:26][CH3:27])[C:22]=3[CH:23]=2)(=[O:12])=[O:11])=[CH:6][CH:5]=1.B.C1COCC1. Product: [CH2:25]([NH:24][CH:21]1[CH2:20][CH2:19][CH2:18][C:17]2[N:16]=[CH:15][C:14]([NH:13][S:10]([C:7]3[CH:6]=[CH:5][C:4]([O:3][C:2]([F:30])([F:29])[F:1])=[CH:9][CH:8]=3)(=[O:12])=[O:11])=[CH:23][C:22]1=2)[CH2:26][CH3:27]. The catalyst class is: 1. (5) Reactant: [F:1][C:2]1[CH:7]=[CH:6][C:5]([CH:8]([OH:32])[CH2:9][CH2:10][CH:11]2[C:14](=[O:15])[N:13]([C:16]3[CH:23]=[CH:22][C:19]([C:20]#[N:21])=[CH:18][CH:17]=3)[CH:12]2[C:24]2[CH:29]=[CH:28][C:27]([O:30][CH3:31])=[CH:26][CH:25]=2)=[CH:4][CH:3]=1.N.[H][H]. Product: [NH2:21][CH2:20][C:19]1[CH:22]=[CH:23][C:16]([N:13]2[CH:12]([C:24]3[CH:29]=[CH:28][C:27]([O:30][CH3:31])=[CH:26][CH:25]=3)[CH:11]([CH2:10][CH2:9][CH:8]([C:5]3[CH:4]=[CH:3][C:2]([F:1])=[CH:7][CH:6]=3)[OH:32])[C:14]2=[O:15])=[CH:17][CH:18]=1. The catalyst class is: 171.